This data is from Reaction yield outcomes from USPTO patents with 853,638 reactions. The task is: Predict the reaction yield, written as a fraction of the theoretical maximum amount of product (1.0 means a 100% yield; for example, 0.34 means a 34% yield). (1) The reactants are [OH:1][N:2]1[CH2:7][CH2:6][O:5][CH2:4][CH2:3]1.[C:8]1([Mg]Cl)[CH:13]=[CH:12][CH:11]=[CH:10][CH:9]=1.[Cl-].[NH4+]. The catalyst is ClCCl.O=[Mn]=O. The product is [C:8]1([CH:3]2[CH2:4][O:5][CH2:6][CH2:7][N:2]2[OH:1])[CH:13]=[CH:12][CH:11]=[CH:10][CH:9]=1. The yield is 0.110. (2) The reactants are [F:1][C:2]1[CH:7]=[CH:6][C:5]([S:8]([NH:11][C:12]2[C:13]([O:33][CH3:34])=[N:14][CH:15]=[C:16]([C:18]3[CH:19]=[CH:20][C:21]4[N:22]([C:24]([C:27]#[C:28][Si](C)(C)C)=[CH:25][N:26]=4)[N:23]=3)[CH:17]=2)(=[O:10])=[O:9])=[CH:4][CH:3]=1.CCCC[N+](CCCC)(CCCC)CCCC.[F-]. The catalyst is C1COCC1. The product is [C:27]([C:24]1[N:22]2[N:23]=[C:18]([C:16]3[CH:17]=[C:12]([NH:11][S:8]([C:5]4[CH:4]=[CH:3][C:2]([F:1])=[CH:7][CH:6]=4)(=[O:10])=[O:9])[C:13]([O:33][CH3:34])=[N:14][CH:15]=3)[CH:19]=[CH:20][C:21]2=[N:26][CH:25]=1)#[CH:28]. The yield is 0.480. (3) The yield is 0.380. The reactants are [CH3:1][O:2][C:3]([NH:5][C@H:6]([C:11]([N:13]1[C@@H:17]([CH3:18])[CH2:16][CH2:15][C@H:14]1[C:19]1[NH:20][C:21]([C:24]2[CH:29]=[C:28]3[CH2:30][O:31][C:32]4[CH:59]=[C:58]5[C:35]([CH:36]=[CH:37][C:38]6[N:42]=[C:41]([C@@H:43]7[CH2:47][C@H:46]([CH2:48][O:49][CH3:50])[CH2:45][N:44]7C(OC(C)(C)C)=O)[NH:40][C:39]=65)=[CH:34][C:33]=4[C:27]3=[CH:26][CH:25]=2)=[CH:22][N:23]=1)=[O:12])[C@H:7]([CH2:9][CH3:10])[CH3:8])=[O:4].Cl.[CH3:61][O:62][C:63]([NH:65][C@@H:66]([CH:70]([CH3:72])[CH3:71])[C:67](O)=[O:68])=[O:64].CN(C(ON1N=NC2C=CC=NC1=2)=[N+](C)C)C.F[P-](F)(F)(F)(F)F.CCN(C(C)C)C(C)C. The catalyst is C(Cl)Cl.CO.CN(C=O)C.[Li+].[OH-]. The product is [CH3:1][O:2][C:3]([NH:5][C@@H:6]([C@@H:7]([CH3:8])[CH2:9][CH3:10])[C:11]([N:13]1[C@@H:17]([CH3:18])[CH2:16][CH2:15][C@H:14]1[C:19]1[NH:20][C:21]([C:24]2[CH:29]=[C:28]3[CH2:30][O:31][C:32]4[CH:59]=[C:58]5[C:35]([CH:36]=[CH:37][C:38]6[N:42]=[C:41]([C@@H:43]7[CH2:47][C@H:46]([CH2:48][O:49][CH3:50])[CH2:45][N:44]7[C:67](=[O:68])[C@@H:66]([NH:65][C:63](=[O:64])[O:62][CH3:61])[CH:70]([CH3:72])[CH3:71])[NH:40][C:39]=65)=[CH:34][C:33]=4[C:27]3=[CH:26][CH:25]=2)=[CH:22][N:23]=1)=[O:12])=[O:4]. (4) The catalyst is C1COCC1. The reactants are [CH3:1][CH2:2][N:3]([CH:7]([CH3:9])[CH3:8])[CH:4]([CH3:6])C.[Li]CC[CH2:13][CH3:14].[Li+].CC([N-][CH:20]([CH3:22])[CH3:21])C.[CH3:23][N:24](P(N(C)C)(N(C)C)=O)C.[CH3:34]I. The product is [CH2:13]([C:21]1[CH:20]=[CH:22][CH:8]=[C:7]([N:3]2[CH2:2][CH2:1][CH2:34][CH2:6][CH2:4]2)[C:9]=1[C:23]#[N:24])[CH3:14]. The yield is 0.820. (5) The reactants are [C:1]([C:5]1[CH:9]=[C:8]([NH2:10])[N:7]([C:11]2[CH:16]=[CH:15][CH:14]=[C:13]([CH2:17][N:18]=[N+]=[N-])[CH:12]=2)[N:6]=1)([CH3:4])([CH3:3])[CH3:2].[Cl:21][C:22]1[CH:27]=[CH:26][C:25]([N:28]=[C:29]=[O:30])=[CH:24][CH:23]=1.N1C=CC=CC=1.O. The product is [C:1]([C:5]1[CH:9]=[C:8]([NH:10][C:29]([NH:28][C:25]2[CH:26]=[CH:27][C:22]([Cl:21])=[CH:23][CH:24]=2)=[O:30])[N:7]([C:11]2[CH:16]=[CH:15][CH:14]=[C:13]([CH2:17][NH2:18])[CH:12]=2)[N:6]=1)([CH3:4])([CH3:3])[CH3:2]. The catalyst is C1COCC1. The yield is 0.970. (6) The catalyst is ClCCl. The reactants are C(OC([N:8]1[C:16]2[C:11](=[CH:12][CH:13]=[CH:14][CH:15]=2)[CH:10]([C:17](=[O:27])[N:18]([CH3:26])[CH:19]2[CH2:24][CH2:23][N:22]([CH3:25])[CH2:21][CH2:20]2)[CH2:9]1)=O)(C)(C)C.FC(F)(F)C(O)=O.C(=O)(O)[O-].[Na+]. The product is [CH3:26][N:18]([CH:19]1[CH2:24][CH2:23][N:22]([CH3:25])[CH2:21][CH2:20]1)[C:17]([CH:10]1[C:11]2[C:16](=[CH:15][CH:14]=[CH:13][CH:12]=2)[NH:8][CH2:9]1)=[O:27]. The yield is 0.970.